Predict the reactants needed to synthesize the given product. From a dataset of Full USPTO retrosynthesis dataset with 1.9M reactions from patents (1976-2016). (1) Given the product [CH:20]([C:17]1[CH:18]=[CH:19][C:14]([C:13]([NH2:12])=[O:22])=[CH:15][CH:16]=1)=[O:21], predict the reactants needed to synthesize it. The reactants are: FC(F)(F)C([O-])=O.NCCC[NH:12][C:13](=[O:22])[C:14]1[CH:19]=[CH:18][C:17]([CH:20]=[O:21])=[CH:16][CH:15]=1.O=C1CCC(=O)N1OC(=O)C.C(N(C(C)C)C(C)C)C. (2) Given the product [Cl:17][CH2:18][C@@:19]([C:21]1[CH:26]=[CH:25][C:24]([F:27])=[CH:23][C:22]=1[F:28])([OH:20])[C@H:15]([C:10]1[C:9]([F:8])=[CH:14][N:13]=[CH:12][N:11]=1)[CH3:16], predict the reactants needed to synthesize it. The reactants are: C1([SiH3])C=CC=CC=1.[F:8][C:9]1[C:10]([CH:15]=[CH2:16])=[N:11][CH:12]=[N:13][CH:14]=1.[Cl:17][CH2:18][C:19]([C:21]1[CH:26]=[CH:25][C:24]([F:27])=[CH:23][C:22]=1[F:28])=[O:20]. (3) Given the product [F:14][C:15]1[CH:16]=[C:17]([CH:20]=[CH:21][CH:22]=1)[CH2:18][O:1][C:2]1[CH:7]=[CH:6][C:5]([N:8]2[CH2:12][CH2:11][CH2:10][C:9]2=[O:13])=[CH:4][CH:3]=1, predict the reactants needed to synthesize it. The reactants are: [OH:1][C:2]1[CH:7]=[CH:6][C:5]([N:8]2[CH2:12][CH2:11][CH2:10][C:9]2=[O:13])=[CH:4][CH:3]=1.[F:14][C:15]1[CH:16]=[C:17]([CH:20]=[CH:21][CH:22]=1)[CH2:18]Br.C(=O)([O-])[O-].[K+].[K+].O. (4) Given the product [Cl:8][C:7]1[N:6]=[CH:5][C:4]([S:9]([NH:12][C:13]2[CH:22]=[CH:21][C:16]([C:17]([O:19][CH3:20])=[O:18])=[C:15]([OH:23])[CH:14]=2)(=[O:11])=[O:10])=[CH:3][C:2]=1[C:26]1[CH:27]=[CH:28][CH:29]=[C:30]([O:31][CH3:32])[C:25]=1[F:24], predict the reactants needed to synthesize it. The reactants are: Br[C:2]1[CH:3]=[C:4]([S:9]([NH:12][C:13]2[CH:22]=[CH:21][C:16]([C:17]([O:19][CH3:20])=[O:18])=[C:15]([OH:23])[CH:14]=2)(=[O:11])=[O:10])[CH:5]=[N:6][C:7]=1[Cl:8].[F:24][C:25]1[C:30]([O:31][CH3:32])=[CH:29][CH:28]=[CH:27][C:26]=1B(O)O.CCN(C(C)C)C(C)C.C(Cl)Cl. (5) Given the product [C:1]([C:4]1[CH:5]=[C:6]([CH:35]=[CH:36][CH:37]=1)[O:7][C@H:8]([C:29]1[CH:34]=[CH:33][CH:32]=[CH:31][CH:30]=1)[CH2:9][CH2:10][N:11]1[CH2:16][CH2:15][CH:14]([C:17]2[CH:18]=[C:19]([N:23]([CH3:38])[C:24](=[O:28])[CH:25]([CH3:27])[CH3:26])[CH:20]=[CH:21][CH:22]=2)[CH2:13][CH2:12]1)(=[O:3])[CH3:2], predict the reactants needed to synthesize it. The reactants are: [C:1]([C:4]1[CH:5]=[C:6]([CH:35]=[CH:36][CH:37]=1)[O:7][C@H:8]([C:29]1[CH:34]=[CH:33][CH:32]=[CH:31][CH:30]=1)[CH2:9][CH2:10][N:11]1[CH2:16][CH2:15][CH:14]([C:17]2[CH:18]=[C:19]([NH:23][C:24](=[O:28])[CH:25]([CH3:27])[CH3:26])[CH:20]=[CH:21][CH:22]=2)[CH2:13][CH2:12]1)(=[O:3])[CH3:2].[CH3:38]I. (6) Given the product [CH3:26][O:25][CH2:24][CH2:23][O:1][C:2]1[CH:3]=[C:4]([N+:13]([O-:15])=[O:14])[C:5]([CH3:12])=[C:6]([CH:11]=1)[C:7]([O:9][CH3:10])=[O:8], predict the reactants needed to synthesize it. The reactants are: [OH:1][C:2]1[CH:3]=[C:4]([N+:13]([O-:15])=[O:14])[C:5]([CH3:12])=[C:6]([CH:11]=1)[C:7]([O:9][CH3:10])=[O:8].C(=O)([O-])[O-].[Cs+].[Cs+].Br[CH2:23][CH2:24][O:25][CH3:26].C(OCC)(=O)C. (7) Given the product [Cl:13][C:14]1[CH:19]=[CH:18][C:17]([C:20]2[NH:12][C:11]3[N:10]([N:9]=[CH:8][C:7]=3[C:4]3[CH:5]=[CH:6][N:2]([CH3:1])[N:3]=3)[C:22](=[O:23])[CH:21]=2)=[CH:16][C:15]=1[O:28][CH2:29][C:30]([F:31])([F:33])[F:32], predict the reactants needed to synthesize it. The reactants are: [CH3:1][N:2]1[CH:6]=[CH:5][C:4]([C:7]2[CH:8]=[N:9][NH:10][C:11]=2[NH2:12])=[N:3]1.[Cl:13][C:14]1[CH:19]=[CH:18][C:17]([C:20](=O)[CH2:21][C:22](OCC)=[O:23])=[CH:16][C:15]=1[O:28][CH2:29][C:30]([F:33])([F:32])[F:31].CC1C=CC(S(O)(=O)=O)=CC=1. (8) Given the product [Br:10][C:8]1[CH:7]=[CH:6][C:5]2[O:11][CH2:12][CH:13]([CH2:15][OH:14])[O:3][C:4]=2[CH:9]=1, predict the reactants needed to synthesize it. The reactants are: C([O:3][C:4]1[CH:9]=[C:8]([Br:10])[CH:7]=[CH:6][C:5]=1[O:11][CH2:12][CH:13]1[CH2:15][O:14]1)=O.[OH-].[K+].[OH-].[Na+].O. (9) Given the product [CH3:19][O:18][C:15]1[CH:16]=[C:17]2[C:12](=[CH:13][CH:14]=1)[N:11]([S:20]([C:23]1[CH:24]=[CH:25][C:26]([O:29][CH3:30])=[CH:27][CH:28]=1)(=[O:22])=[O:21])[CH:10]=[C:9]2[CH:7]1[CH2:8][CH:6]1[C:4]([OH:5])=[O:3], predict the reactants needed to synthesize it. The reactants are: C([O:3][C:4]([CH:6]1[CH2:8][CH:7]1[C:9]1[C:17]2[C:12](=[CH:13][CH:14]=[C:15]([O:18][CH3:19])[CH:16]=2)[N:11]([S:20]([C:23]2[CH:28]=[CH:27][C:26]([O:29][CH3:30])=[CH:25][CH:24]=2)(=[O:22])=[O:21])[CH:10]=1)=[O:5])C.[OH-].[Li+].C([O-])(=O)C.Cl.